This data is from Forward reaction prediction with 1.9M reactions from USPTO patents (1976-2016). The task is: Predict the product of the given reaction. (1) Given the reactants C([O:3][C:4](=[O:31])[C:5]([CH3:30])([O:23][C:24]1[CH:29]=[CH:28][CH:27]=[CH:26][CH:25]=1)[CH2:6][C:7]1[CH:12]=[CH:11][C:10]([O:13][CH2:14][CH2:15][CH:16]2[CH2:20][NH:19][C:18](=[O:21])[N:17]2[CH3:22])=[CH:9][CH:8]=1)C.[H-].[Na+].[CH3:34][O:35][C:36]1[CH:43]=[CH:42][CH:41]=[CH:40][C:37]=1[CH2:38]Cl.[OH-].[Na+], predict the reaction product. The product is: [CH3:34][O:35][C:36]1[CH:43]=[CH:42][CH:41]=[CH:40][C:37]=1[CH2:38][N:19]1[CH2:20][CH:16]([CH2:15][CH2:14][O:13][C:10]2[CH:9]=[CH:8][C:7]([CH2:6][C:5]([CH3:30])([O:23][C:24]3[CH:25]=[CH:26][CH:27]=[CH:28][CH:29]=3)[C:4]([OH:31])=[O:3])=[CH:12][CH:11]=2)[N:17]([CH3:22])[C:18]1=[O:21]. (2) Given the reactants [F:1][C:2]([C:5]1[CH:9]=[C:8]([NH:10][C:11](=[O:20])OC2C=CC(Cl)=CC=2)[O:7][N:6]=1)([CH3:4])[CH3:3].[CH3:21][O:22][C:23]1[CH:24]=[C:25]2[C:30](=[CH:31][C:32]=1[O:33][CH3:34])[N:29]=[CH:28][N:27]=[C:26]2[O:35][C:36]1[CH:37]=[C:38]([CH:40]=[CH:41][C:42]=1[F:43])[NH2:39], predict the reaction product. The product is: [CH3:21][O:22][C:23]1[CH:24]=[C:25]2[C:30](=[CH:31][C:32]=1[O:33][CH3:34])[N:29]=[CH:28][N:27]=[C:26]2[O:35][C:36]1[CH:37]=[C:38]([NH:39][C:11]([NH:10][C:8]2[O:7][N:6]=[C:5]([C:2]([F:1])([CH3:3])[CH3:4])[CH:9]=2)=[O:20])[CH:40]=[CH:41][C:42]=1[F:43]. (3) Given the reactants [CH:1](O)=[O:2].C(OC(=O)C)(=O)C.[Br:11][C:12]1[CH:13]=[CH:14][C:15]2[NH:22][CH2:21][CH2:20][CH2:19][C:18]([C:23]([O:25][CH3:26])=[O:24])=[CH:17][C:16]=2[CH:27]=1, predict the reaction product. The product is: [Br:11][C:12]1[CH:13]=[CH:14][C:15]2[N:22]([CH:1]=[O:2])[CH2:21][CH2:20][CH2:19][C:18]([C:23]([O:25][CH3:26])=[O:24])=[CH:17][C:16]=2[CH:27]=1. (4) Given the reactants [CH3:1][C:2]1[CH:3]=[C:4]([C:18]([OH:20])=O)[NH:5][C:6]=1[CH:7]=[C:8]1[C:16]2[C:11](=[CH:12][CH:13]=[CH:14][CH:15]=2)[NH:10][C:9]1=[O:17].[CH2:21]([NH2:27])[CH:22]1[O:26][CH2:25][CH2:24][CH2:23]1.CCN(CC)CC, predict the reaction product. The product is: [O:26]1[CH2:25][CH2:24][CH2:23][CH:22]1[CH2:21][NH:27][C:18]([C:4]1[NH:5][C:6]([CH:7]=[C:8]2[C:16]3[C:11](=[CH:12][CH:13]=[CH:14][CH:15]=3)[NH:10][C:9]2=[O:17])=[C:2]([CH3:1])[CH:3]=1)=[O:20]. (5) Given the reactants Cl[C:2]1[N:11]=[C:10]([NH:12][CH2:13][CH:14]([C:21]2[CH:26]=[CH:25][CH:24]=[CH:23][CH:22]=2)[C:15]2[N:20]=[CH:19][CH:18]=[CH:17][N:16]=2)[C:9]2[C:4](=[CH:5][CH:6]=[CH:7][CH:8]=2)[N:3]=1.[CH3:27][N:28]([CH3:44])[C:29]1[CH:34]=[CH:33][C:32](B2OC(C)(C)C(C)(C)O2)=[CH:31][CH:30]=1.C1(C(C2C=CC=CN=2)CNC2C3C(=CC=CC=3)N=C(C3C=CC(NS(C)(=O)=O)=CC=3)N=2)C=CC=CC=1, predict the reaction product. The product is: [CH3:27][N:28]([CH3:44])[C:29]1[CH:34]=[CH:33][C:32]([C:2]2[N:11]=[C:10]([NH:12][CH2:13][CH:14]([C:21]3[CH:26]=[CH:25][CH:24]=[CH:23][CH:22]=3)[C:15]3[N:20]=[CH:19][CH:18]=[CH:17][N:16]=3)[C:9]3[C:4](=[CH:5][CH:6]=[CH:7][CH:8]=3)[N:3]=2)=[CH:31][CH:30]=1. (6) Given the reactants [CH3:1][O:2][C:3]1[CH:8]=[C:7]([N+:9]([O-])=O)[CH:6]=[CH:5][C:4]=1[N:12]1[CH2:17][CH2:16][O:15][CH2:14][CH2:13]1, predict the reaction product. The product is: [CH3:1][O:2][C:3]1[CH:8]=[C:7]([NH2:9])[CH:6]=[CH:5][C:4]=1[N:12]1[CH2:17][CH2:16][O:15][CH2:14][CH2:13]1.